Dataset: Reaction yield outcomes from USPTO patents with 853,638 reactions. Task: Predict the reaction yield, written as a fraction of the theoretical maximum amount of product (1.0 means a 100% yield; for example, 0.34 means a 34% yield). (1) The reactants are [OH:1][CH2:2][CH2:3][O:4][C@@H:5]1[CH2:10][CH2:9][C@H:8]([N:11]2[C:16](=[O:17])[C:15]([CH2:18][C:19]3[CH:24]=[CH:23][C:22]([C:25]4[C:26]([C:31]#[N:32])=[CH:27][CH:28]=[CH:29][CH:30]=4)=[CH:21][CH:20]=3)=[C:14]([CH2:33][CH2:34][CH3:35])[N:13]3[N:36]=[CH:37][N:38]=[C:12]23)[CH2:7][CH2:6]1.FC(F)(F)S(O[Si](C(C)(C)C)(C)C)(=O)=O.[N:54]1C(C)=CC=CC=1C.[Cl-].O[NH3+].[C:65](=[O:68])([O-])[OH:66].[Na+]. The catalyst is C(OCC)(=O)C.CS(C)=O.O1CCCC1. The product is [OH:1][CH2:2][CH2:3][O:4][C@@H:5]1[CH2:10][CH2:9][C@H:8]([N:11]2[C:16](=[O:17])[C:15]([CH2:18][C:19]3[CH:24]=[CH:23][C:22]([C:25]4[CH:30]=[CH:29][CH:28]=[CH:27][C:26]=4[C:31]4[NH:54][C:65](=[O:68])[O:66][N:32]=4)=[CH:21][CH:20]=3)=[C:14]([CH2:33][CH2:34][CH3:35])[N:13]3[N:36]=[CH:37][N:38]=[C:12]23)[CH2:7][CH2:6]1. The yield is 0.340. (2) The reactants are [Cl:1][C:2]1[CH:15]=[CH:14][C:13]([N+:16]([O-:18])=[O:17])=[CH:12][C:3]=1[N:4]=[C:5]1[NH:11][CH2:10][CH2:9][CH2:8]C[NH:6]1.CC(C)([O-])C.[K+]. No catalyst specified. The product is [Cl:1][C:2]1[C:3]2[N:4]=[C:5]3[NH:6][CH2:8][CH2:9][CH2:10][N:11]3[C:12]=2[C:13]([N+:16]([O-:18])=[O:17])=[CH:14][CH:15]=1. The yield is 0.730. (3) The reactants are Cl.[F:2][C:3]1([F:14])[CH2:7][NH:6][C@H:5]([CH2:8][CH:9]([CH3:13])[C:10]([OH:12])=[O:11])[CH2:4]1.Br[CH2:16][C:17]1[NH:22][C:21]([C:23]2[S:24][CH:25]=[CH:26][N:27]=2)=[N:20][C@@H:19]([C:28]2[CH:33]=[CH:32][C:31]([Cl:34])=[CH:30][C:29]=2[Cl:35])[C:18]=1[C:36]([O:38][CH2:39][CH3:40])=[O:37].C(=O)([O-])[O-].[K+].[K+]. The catalyst is C(O)C. The product is [Cl:35][C:29]1[CH:30]=[C:31]([Cl:34])[CH:32]=[CH:33][C:28]=1[C@@H:19]1[N:20]=[C:21]([C:23]2[S:24][CH:25]=[CH:26][N:27]=2)[NH:22][C:17]([CH2:16][N:6]2[CH2:7][C:3]([F:2])([F:14])[CH2:4][C@H:5]2[CH2:8][CH:9]([CH3:13])[C:10]([OH:12])=[O:11])=[C:18]1[C:36]([O:38][CH2:39][CH3:40])=[O:37]. The yield is 0.530. (4) The reactants are [CH2:1]1[C:9]2[C:4](=[CH:5][CH:6]=[CH:7][CH:8]=2)[CH2:3][CH:2]1[C:10]([OH:12])=[O:11].S(=O)(=O)(O)O.[CH2:18](O)[CH3:19]. No catalyst specified. The product is [CH2:3]1[C:4]2[C:9](=[CH:8][CH:7]=[CH:6][CH:5]=2)[CH2:1][CH:2]1[C:10]([O:12][CH2:18][CH3:19])=[O:11]. The yield is 0.960. (5) The reactants are [C:1]([C:4]1[CH:14]=[C:13]([F:15])[CH:12]=[CH:11][C:5]=1[O:6][CH2:7]C(O)=O)(=O)[CH3:2].C([O-])(=O)C.[Na+].C(OC(=O)C)(=O)C. The catalyst is O. The product is [F:15][C:13]1[CH:12]=[CH:11][C:5]2[O:6][CH:7]=[C:1]([CH3:2])[C:4]=2[CH:14]=1. The yield is 0.910. (6) The reactants are [O:1]1[C:5]2[CH:6]=[CH:7][C:8]([C:10]3([C:13]([NH:15][C:16]4[N:21]=[C:20]([C:22]5[CH:23]=[N:24][C:25]([O:28]C)=[CH:26][CH:27]=5)[C:19]([CH3:30])=[C:18]([CH3:31])[CH:17]=4)=[O:14])[CH2:12][CH2:11]3)=[CH:9][C:4]=2[CH2:3][CH2:2]1.[Si](I)(C)(C)C.CO.C(OCC)(=O)C. The catalyst is CC#N. The product is [O:1]1[C:5]2[CH:6]=[CH:7][C:8]([C:10]3([C:13]([NH:15][C:16]4[CH:17]=[C:18]([CH3:31])[C:19]([CH3:30])=[C:20]([C:22]5[CH:27]=[CH:26][C:25](=[O:28])[NH:24][CH:23]=5)[N:21]=4)=[O:14])[CH2:12][CH2:11]3)=[CH:9][C:4]=2[CH2:3][CH2:2]1. The yield is 0.620. (7) The reactants are CC(C)([O-])C.[K+].[CH3:7][O:8][C:9]1[CH:10]=[C:11]([OH:15])[CH:12]=[CH:13][CH:14]=1.[CH2:16]([O:18][C:19](=[O:24])[CH:20]=[C:21](Cl)[CH3:22])[CH3:17]. The catalyst is O1CCCC1. The product is [CH2:16]([O:18][C:19](=[O:24])/[CH:20]=[C:21](/[O:15][C:11]1[CH:12]=[CH:13][CH:14]=[C:9]([O:8][CH3:7])[CH:10]=1)\[CH3:22])[CH3:17]. The yield is 0.460.